Dataset: Full USPTO retrosynthesis dataset with 1.9M reactions from patents (1976-2016). Task: Predict the reactants needed to synthesize the given product. (1) The reactants are: [OH-].[Na+].C[O:4][C:5](=[O:31])[CH2:6][C:7]1[CH:8]=[C:9]2[C:13](=[CH:14][CH:15]=1)[N:12]([C:16]1[C:17]3[CH2:30][CH2:29][CH2:28][C:18]=3[N:19]=[C:20]([C:22]3[S:23][C:24]([Cl:27])=[CH:25][CH:26]=3)[N:21]=1)[CH2:11][CH2:10]2.Cl. Given the product [Cl:27][C:24]1[S:23][C:22]([C:20]2[N:21]=[C:16]([N:12]3[C:13]4[C:9](=[CH:8][C:7]([CH2:6][C:5]([OH:31])=[O:4])=[CH:15][CH:14]=4)[CH2:10][CH2:11]3)[C:17]3[CH2:30][CH2:29][CH2:28][C:18]=3[N:19]=2)=[CH:26][CH:25]=1, predict the reactants needed to synthesize it. (2) Given the product [F:25][C:19]1[CH:18]=[C:17]([C:15]2[CH2:14][O:9][C:8](=[O:10])[C:7]=2[C:1]2[CH:6]=[CH:5][CH:4]=[CH:3][CH:2]=2)[CH:22]=[CH:21][C:20]=1[S:23][CH3:24], predict the reactants needed to synthesize it. The reactants are: [C:1]1([CH2:7][C:8]([OH:10])=[O:9])[CH:6]=[CH:5][CH:4]=[CH:3][CH:2]=1.[OH-].[Na+].Br[CH2:14][C:15]([C:17]1[CH:22]=[CH:21][C:20]([S:23][CH3:24])=[C:19]([F:25])[CH:18]=1)=O.S(=O)(=O)(O)O.